This data is from Reaction yield outcomes from USPTO patents with 853,638 reactions. The task is: Predict the reaction yield, written as a fraction of the theoretical maximum amount of product (1.0 means a 100% yield; for example, 0.34 means a 34% yield). The reactants are C(OC(=O)[NH:7][CH2:8][CH2:9][CH2:10][CH2:11][C:12]1[CH:17]=[CH:16][C:15]([O:18][CH2:19][CH2:20][N:21]([CH2:29][C@@H:30]([OH:35])[C@@H:31]([OH:34])[CH2:32][OH:33])[CH2:22][C@@H:23]([OH:28])[C@@H:24]([OH:27])[CH2:25][OH:26])=[CH:14][CH:13]=1)(C)(C)C.Cl. The catalyst is C(O)C. The product is [OH:35][C@@H:30]([C@@H:31]([OH:34])[CH2:32][OH:33])[CH2:29][N:21]([CH2:22][C@@H:23]([OH:28])[C@@H:24]([OH:27])[CH2:25][OH:26])[CH2:20][CH2:19][O:18][C:15]1[CH:14]=[CH:13][C:12]([CH2:11][CH2:10][CH2:9][CH2:8][NH2:7])=[CH:17][CH:16]=1. The yield is 0.980.